From a dataset of NCI-60 drug combinations with 297,098 pairs across 59 cell lines. Regression. Given two drug SMILES strings and cell line genomic features, predict the synergy score measuring deviation from expected non-interaction effect. (1) Drug 1: CC1=C(C=C(C=C1)C(=O)NC2=CC(=CC(=C2)C(F)(F)F)N3C=C(N=C3)C)NC4=NC=CC(=N4)C5=CN=CC=C5. Drug 2: CC1CCC2CC(C(=CC=CC=CC(CC(C(=O)C(C(C(=CC(C(=O)CC(OC(=O)C3CCCCN3C(=O)C(=O)C1(O2)O)C(C)CC4CCC(C(C4)OC)OCCO)C)C)O)OC)C)C)C)OC. Cell line: NCI-H226. Synergy scores: CSS=-2.87, Synergy_ZIP=2.33, Synergy_Bliss=2.30, Synergy_Loewe=-3.75, Synergy_HSA=-2.90. (2) Drug 2: C1C(C(OC1N2C=NC(=NC2=O)N)CO)O. Synergy scores: CSS=26.8, Synergy_ZIP=0.449, Synergy_Bliss=1.20, Synergy_Loewe=-15.1, Synergy_HSA=-1.32. Cell line: NCI-H226. Drug 1: CCC1=CC2CC(C3=C(CN(C2)C1)C4=CC=CC=C4N3)(C5=C(C=C6C(=C5)C78CCN9C7C(C=CC9)(C(C(C8N6C)(C(=O)OC)O)OC(=O)C)CC)OC)C(=O)OC.C(C(C(=O)O)O)(C(=O)O)O. (3) Drug 1: C1=CC(=CC=C1CCCC(=O)O)N(CCCl)CCCl. Drug 2: C1CN(P(=O)(OC1)NCCCl)CCCl. Cell line: SF-295. Synergy scores: CSS=27.7, Synergy_ZIP=-1.37, Synergy_Bliss=-2.21, Synergy_Loewe=-20.0, Synergy_HSA=-1.76. (4) Drug 1: C1CCN(CC1)CCOC2=CC=C(C=C2)C(=O)C3=C(SC4=C3C=CC(=C4)O)C5=CC=C(C=C5)O. Synergy scores: CSS=-1.02, Synergy_ZIP=-0.682, Synergy_Bliss=-2.15, Synergy_Loewe=-5.85, Synergy_HSA=-2.89. Drug 2: CC1CCCC2(C(O2)CC(NC(=O)CC(C(C(=O)C(C1O)C)(C)C)O)C(=CC3=CSC(=N3)C)C)C. Cell line: SN12C. (5) Cell line: SK-OV-3. Drug 2: C1=CC=C(C(=C1)C(C2=CC=C(C=C2)Cl)C(Cl)Cl)Cl. Synergy scores: CSS=13.3, Synergy_ZIP=-6.00, Synergy_Bliss=-5.34, Synergy_Loewe=-3.98, Synergy_HSA=-1.34. Drug 1: C1=CC=C(C=C1)NC(=O)CCCCCCC(=O)NO. (6) Drug 1: CCC(=C(C1=CC=CC=C1)C2=CC=C(C=C2)OCCN(C)C)C3=CC=CC=C3.C(C(=O)O)C(CC(=O)O)(C(=O)O)O. Drug 2: CC1=C(N=C(N=C1N)C(CC(=O)N)NCC(C(=O)N)N)C(=O)NC(C(C2=CN=CN2)OC3C(C(C(C(O3)CO)O)O)OC4C(C(C(C(O4)CO)O)OC(=O)N)O)C(=O)NC(C)C(C(C)C(=O)NC(C(C)O)C(=O)NCCC5=NC(=CS5)C6=NC(=CS6)C(=O)NCCC[S+](C)C)O. Cell line: A498. Synergy scores: CSS=11.5, Synergy_ZIP=2.23, Synergy_Bliss=3.73, Synergy_Loewe=-9.15, Synergy_HSA=1.88.